Dataset: Forward reaction prediction with 1.9M reactions from USPTO patents (1976-2016). Task: Predict the product of the given reaction. (1) Given the reactants [C:1]1([C@@H:7]2[CH2:11][NH:10][C:9](=[O:12])[CH2:8]2)[CH:6]=[CH:5][CH:4]=[CH:3][CH:2]=1.[H-].[Na+].Br[CH2:16][C:17]([O:19][CH2:20][CH3:21])=[O:18], predict the reaction product. The product is: [CH2:20]([O:19][C:17]([CH2:16][N:10]1[CH2:11][C@@H:7]([C:1]2[CH:2]=[CH:3][CH:4]=[CH:5][CH:6]=2)[CH2:8][C:9]1=[O:12])=[O:18])[CH3:21]. (2) Given the reactants [Cl:1][C:2]1[CH:7]=[C:6]([Cl:8])[CH:5]=[CH:4][C:3]=1[C:9](=[O:16])[CH2:10][C:11]([O:13][CH2:14][CH3:15])=[O:12].[Br:17]Br, predict the reaction product. The product is: [Br:17][CH:10]([C:9]([C:3]1[CH:4]=[CH:5][C:6]([Cl:8])=[CH:7][C:2]=1[Cl:1])=[O:16])[C:11]([O:13][CH2:14][CH3:15])=[O:12]. (3) Given the reactants [N:1]1[C:5]2[C:6]3[CH:12]=[CH:11][S:10][C:7]=3[CH2:8][CH2:9][C:4]=2[S:3][C:2]=1[NH2:13].[C:14]1([C:24]2[CH:29]=[CH:28][CH:27]=[CH:26][CH:25]=2)[CH:19]=[CH:18][C:17]([S:20](Cl)(=[O:22])=[O:21])=[CH:16][CH:15]=1, predict the reaction product. The product is: [N:1]1[C:5]2[C:6]3[CH:12]=[CH:11][S:10][C:7]=3[CH2:8][CH2:9][C:4]=2[S:3][C:2]=1[NH:13][S:20]([C:17]1[CH:16]=[CH:15][C:14]([C:24]2[CH:29]=[CH:28][CH:27]=[CH:26][CH:25]=2)=[CH:19][CH:18]=1)(=[O:22])=[O:21]. (4) Given the reactants [Br:1][C:2]1[N:3]=[C:4](NCC2C(Cl)=CC=CC=2Cl)[C:5]([NH2:8])=[N:6][CH:7]=1.[F:19][C:20]1[CH:27]=[CH:26][CH:25]=[C:24]([F:28])[C:21]=1[CH2:22][NH2:23], predict the reaction product. The product is: [Br:1][C:2]1[N:3]=[C:4]([NH:23][CH2:22][C:21]2[C:20]([F:19])=[CH:27][CH:26]=[CH:25][C:24]=2[F:28])[C:5]([NH2:8])=[N:6][CH:7]=1.